Dataset: Reaction yield outcomes from USPTO patents with 853,638 reactions. Task: Predict the reaction yield, written as a fraction of the theoretical maximum amount of product (1.0 means a 100% yield; for example, 0.34 means a 34% yield). (1) The reactants are [NH2:1][C:2]1[S:3][C:4]([CH2:11][CH3:12])=[CH:5][C:6]=1[C:7]([O:9]C)=O.ClC(Cl)(O[C:17](=[O:23])OC(Cl)(Cl)Cl)Cl.C(N(CC)CC)C.[NH2:32][C:33]1[CH:38]=[CH:37][CH:36]=[CH:35][CH:34]=1. The catalyst is C(Cl)Cl. The product is [CH2:11]([C:4]1[S:3][C:2]2[NH:1][C:17](=[O:23])[N:32]([C:33]3[CH:38]=[CH:37][CH:36]=[CH:35][CH:34]=3)[C:7](=[O:9])[C:6]=2[CH:5]=1)[CH3:12]. The yield is 0.460. (2) The reactants are [OH-].[Li+].[CH:3]1([O:6][C:7]2[N:8]=[CH:9][C:10]([C:13]([O:15]C)=[O:14])=[N:11][CH:12]=2)[CH2:5][CH2:4]1.Cl. The catalyst is O1CCCC1.O. The product is [CH:3]1([O:6][C:7]2[N:8]=[CH:9][C:10]([C:13]([OH:15])=[O:14])=[N:11][CH:12]=2)[CH2:4][CH2:5]1. The yield is 0.970.